This data is from Microsomal clearance measurements from AstraZeneca. The task is: Regression/Classification. Given a drug SMILES string, predict its absorption, distribution, metabolism, or excretion properties. Task type varies by dataset: regression for continuous measurements (e.g., permeability, clearance, half-life) or binary classification for categorical outcomes (e.g., BBB penetration, CYP inhibition). For this dataset (clearance_microsome_az), we predict log10(clearance) (log10 of the in vitro intrinsic clearance, CLint, in uL/min per mg of human liver microsomal protein, equivalently mL/min/g; values are censored to the assay range of 3 to 150, which is 0.477 to 2.18 on this log10 scale). (1) The drug is CN(C)S(=O)(=O)c1ccc2c(C(=O)NC[C@@H](O)CN3CCC(Oc4ccc(Cl)c(Cl)c4)CC3)c[nH]c(=O)c2c1. The log10(clearance) is 1.93. (2) The drug is N#Cc1cc(-c2n[nH]c(-c3ccncc3)n2)ccn1. The log10(clearance) is 0.700. (3) The compound is Cc1c(CC(=O)O)c2cc(F)ccc2n1Cc1nc2ccccc2s1. The log10(clearance) is 0.480. (4) The drug is Cc1ccccc1Nc1nc(N)nc(C)c1Br. The log10(clearance) is 2.18. (5) The log10(clearance) is 1.86. The compound is CCC(CC)NC(=O)c1cnn(-c2ccccc2Cl)c1NS(=O)(=O)c1ccc(C)cc1. (6) The log10(clearance) is 1.00. The molecule is CC(C)S(=O)(=O)c1ccc(-c2cnc(N)c(C(=O)Nc3ccccc3)n2)cc1. (7) The compound is OCc1cc(C(O)CNCCCCCCOCCCCc2ccccc2)ccc1O. The log10(clearance) is 1.76.